This data is from Full USPTO retrosynthesis dataset with 1.9M reactions from patents (1976-2016). The task is: Predict the reactants needed to synthesize the given product. (1) Given the product [N:38]1([C:41]2[C:46]([NH:47][C:55]3[C:64]4[C:59](=[CH:60][C:61]([F:66])=[CH:62][C:63]=4[F:65])[N:58]=[C:57]([C:67]4[CH:75]=[CH:74][CH:73]=[C:72]5[C:68]=4[CH:69]=[CH:70][NH:71]5)[C:56]=3[CH3:76])=[CH:45][C:44]([N:48]3[CH2:49][CH2:50][O:51][CH2:52][CH2:53]3)=[CH:43][N:42]=2)[CH2:39][CH2:40][O:35][CH2:36][CH2:37]1, predict the reactants needed to synthesize it. The reactants are: C1(P(C2CCCCC2)C2C=CC=CC=2C2C(C(C)C)=CC(C(C)C)=CC=2C(C)C)CCCCC1.[O:35]1[CH2:40][CH2:39][N:38]([C:41]2[C:46]([NH2:47])=[CH:45][C:44]([N:48]3[CH2:53][CH2:52][O:51][CH2:50][CH2:49]3)=[CH:43][N:42]=2)[CH2:37][CH2:36]1.Cl[C:55]1[C:64]2[C:59](=[CH:60][C:61]([F:66])=[CH:62][C:63]=2[F:65])[N:58]=[C:57]([C:67]2[CH:75]=[CH:74][CH:73]=[C:72]3[C:68]=2[CH:69]=[CH:70][NH:71]3)[C:56]=1[CH3:76].CC(C)([O-])C.[Na+]. (2) Given the product [CH3:1][CH:2]([CH3:21])[CH2:3][CH:4]([S:9][C:10]1[NH:14][C:13]([C:15]2[CH:16]=[CH:17][CH:18]=[CH:19][CH:20]=2)=[N:12][N:11]=1)[C:5]([OH:7])=[O:6], predict the reactants needed to synthesize it. The reactants are: [CH3:1][CH:2]([CH3:21])[CH2:3][CH:4]([S:9][C:10]1[NH:14][C:13]([C:15]2[CH:20]=[CH:19][CH:18]=[CH:17][CH:16]=2)=[N:12][N:11]=1)[C:5]([O:7]C)=[O:6].CO.O1CCCC1.[Li]. (3) The reactants are: Cl[C:2]1[C:3]2[C:10]3[CH2:11][CH2:12][CH:13]([C:15]([O:17][CH2:18][CH3:19])=[O:16])[CH2:14][C:9]=3[S:8][C:4]=2[N:5]=[CH:6][N:7]=1.[CH3:20][O:21][C:22]1[CH:30]=[C:29]2[C:25]([CH:26]=[N:27][NH:28]2)=[CH:24][C:23]=1[NH2:31]. Given the product [CH3:20][O:21][C:22]1[CH:30]=[C:29]2[C:25]([CH:26]=[N:27][NH:28]2)=[CH:24][C:23]=1[NH:31][C:2]1[C:3]2[C:10]3[CH2:11][CH2:12][CH:13]([C:15]([O:17][CH2:18][CH3:19])=[O:16])[CH2:14][C:9]=3[S:8][C:4]=2[N:5]=[CH:6][N:7]=1, predict the reactants needed to synthesize it. (4) The reactants are: [CH3:1][CH:2]1[CH2:7][CH2:6][C:5]([N:8]2[CH:12]=[C:11]([C:13]([O:15]CC)=[O:14])[C:10]([N:18]([C:25]([C@H:27]3[CH2:32][CH2:31][C@H:30]([CH3:33])[CH2:29][CH2:28]3)=[O:26])[CH:19]3[CH2:24][CH2:23][O:22][CH2:21][CH2:20]3)=[N:9]2)=[CH:4][CH2:3]1.[OH-].[Na+]. Given the product [CH3:1][CH:2]1[CH2:7][CH2:6][C:5]([N:8]2[CH:12]=[C:11]([C:13]([OH:15])=[O:14])[C:10]([N:18]([C:25]([C@H:27]3[CH2:28][CH2:29][C@H:30]([CH3:33])[CH2:31][CH2:32]3)=[O:26])[CH:19]3[CH2:24][CH2:23][O:22][CH2:21][CH2:20]3)=[N:9]2)=[CH:4][CH2:3]1, predict the reactants needed to synthesize it. (5) Given the product [Br:1][C:2]1[CH:3]=[C:4]([O:11][CH2:12][CH3:13])[C:5]([CH3:8])=[N:6][CH:7]=1, predict the reactants needed to synthesize it. The reactants are: [Br:1][C:2]1[CH:3]=[C:4](N)[C:5]([CH3:8])=[N:6][CH:7]=1.Cl.[O:11]1CCO[CH2:13][CH2:12]1.N(OCCC(C)C)=O.